Dataset: Forward reaction prediction with 1.9M reactions from USPTO patents (1976-2016). Task: Predict the product of the given reaction. (1) Given the reactants [F:1][C:2]1[C:15]([F:16])=[C:14]([F:17])[CH:13]=[CH:12][C:3]=1[NH:4][CH:5]([CH3:11])[C:6]([O:8]CC)=[O:7].[OH-].[Na+], predict the reaction product. The product is: [F:1][C:2]1[C:15]([F:16])=[C:14]([F:17])[CH:13]=[CH:12][C:3]=1[NH:4][CH:5]([CH3:11])[C:6]([OH:8])=[O:7]. (2) Given the reactants [CH3:1][C:2]1[O:3][C:4]([C@@H:7]2[CH2:12][CH2:11][CH2:10]CN2)=[N:5][N:6]=1.C(OC([N:20]1CCC(CC(O)=O)[CH2:22][CH2:21]1)=O)(C)(C)C.C(NN)(=O)C, predict the reaction product. The product is: [CH3:1][C:2]1[O:3][C:4]([CH2:7][CH:12]2[CH2:11][CH2:10][NH:20][CH2:21][CH2:22]2)=[N:5][N:6]=1. (3) Given the reactants [H-].[Na+].[OH:3][CH2:4][C:5]1[CH:6]=[CH:7][C:8]([O:13][C:14]2[CH:19]=[CH:18][CH:17]=[C:16]([C:20]([F:23])([F:22])[F:21])[CH:15]=2)=[C:9]([CH:12]=1)[C:10]#[N:11].Cl[C:25]1[CH:26]=[C:27]2[N:34]([C:35]([O:37][C:38]([CH3:41])([CH3:40])[CH3:39])=[O:36])[CH2:33][CH2:32][N:28]2[C:29](=[O:31])[N:30]=1, predict the reaction product. The product is: [C:10]([C:9]1[CH:12]=[C:5]([CH:6]=[CH:7][C:8]=1[O:13][C:14]1[CH:19]=[CH:18][CH:17]=[C:16]([C:20]([F:21])([F:22])[F:23])[CH:15]=1)[CH2:4][O:3][C:25]1[CH:26]=[C:27]2[N:34]([C:35]([O:37][C:38]([CH3:41])([CH3:40])[CH3:39])=[O:36])[CH2:33][CH2:32][N:28]2[C:29](=[O:31])[N:30]=1)#[N:11]. (4) The product is: [O:2]=[C:3]1[C:8]2[C:9]([C:18]3[CH:19]=[CH:20][C:21]([S:24]([NH2:27])(=[O:26])=[O:25])=[CH:22][CH:23]=3)=[CH:10][N:11]([CH:12]3[CH2:17][CH2:16][O:15][CH2:14][CH2:13]3)[C:7]=2[CH:6]=[CH:5][NH:4]1. Given the reactants C[O:2][C:3]1[C:8]2[C:9]([C:18]3[CH:23]=[CH:22][C:21]([S:24]([NH2:27])(=[O:26])=[O:25])=[CH:20][CH:19]=3)=[CH:10][N:11]([CH:12]3[CH2:17][CH2:16][O:15][CH2:14][CH2:13]3)[C:7]=2[CH:6]=[CH:5][N:4]=1.[I-].[Na+].Cl[Si](C)(C)C.C(=O)([O-])O.[Na+], predict the reaction product. (5) Given the reactants Cl[C:2]1[CH:11]=[CH:10][C:9]2[C:4](=[CH:5][C:6]([C:13]3[CH:18]=[CH:17][C:16]([O:19][CH3:20])=[CH:15][CH:14]=3)=[N:7][C:8]=2[Cl:12])[N:3]=1.[CH2:21]([NH2:28])[C:22]1[CH:27]=[CH:26][CH:25]=[CH:24][CH:23]=1, predict the reaction product. The product is: [CH2:21]([NH:28][C:2]1[CH:11]=[CH:10][C:9]2[C:4](=[CH:5][C:6]([C:13]3[CH:18]=[CH:17][C:16]([O:19][CH3:20])=[CH:15][CH:14]=3)=[N:7][C:8]=2[Cl:12])[N:3]=1)[C:22]1[CH:27]=[CH:26][CH:25]=[CH:24][CH:23]=1. (6) Given the reactants S(=O)(=O)=O.[CH3:5][S:6]([CH3:8])=O.[F:9][C:10]([F:19])([F:18])[C:11]1[CH:17]=[CH:16][C:14]([NH2:15])=[CH:13][CH:12]=1, predict the reaction product. The product is: [CH3:5][S:6]([CH3:8])=[N:15][C:14]1[CH:16]=[CH:17][C:11]([C:10]([F:9])([F:18])[F:19])=[CH:12][CH:13]=1.